This data is from Full USPTO retrosynthesis dataset with 1.9M reactions from patents (1976-2016). The task is: Predict the reactants needed to synthesize the given product. (1) Given the product [CH3:1][O:2][C:3]([C:5]1[S:24][C:8]2[C:9]3[CH:10]=[CH:11][CH:12]=[C:13]([NH2:16])[C:14]=3[S:15][C:7]=2[C:6]=1[O:25][CH2:26][C:27]([O:29][CH2:30][CH3:31])=[O:28])=[O:4], predict the reactants needed to synthesize it. The reactants are: [CH3:1][O:2][C:3]([C:5]1[S:24][C:8]2[C:9]3[CH:10]=[CH:11][CH:12]=[C:13]([NH:16]C(OC(C)(C)C)=O)[C:14]=3[S:15][C:7]=2[C:6]=1[O:25][CH2:26][C:27]([O:29][CH2:30][CH3:31])=[O:28])=[O:4].FC(F)(F)C(O)=O. (2) The reactants are: C(=O)([O-])[O-].[K+].[K+].[NH2:7][C:8]1[C:17]2[C:12](=[CH:13][CH:14]=[C:15]([O:18][CH3:19])[N:16]=2)[N:11]=[CH:10][C:9]=1[OH:20].[CH2:21]([O:28][C:29](=[O:41])[NH:30][C@H:31]1[CH2:36][CH2:35][C@H:34]([C:37](=[O:40])[CH2:38]Br)[CH2:33][CH2:32]1)[C:22]1[CH:27]=[CH:26][CH:25]=[CH:24][CH:23]=1. Given the product [CH2:21]([O:28][C:29](=[O:41])[NH:30][C@H:31]1[CH2:36][CH2:35][C@H:34]([C:37]2([OH:40])[NH:7][C:8]3[C:17]4[C:12](=[CH:13][CH:14]=[C:15]([O:18][CH3:19])[N:16]=4)[N:11]=[CH:10][C:9]=3[O:20][CH2:38]2)[CH2:33][CH2:32]1)[C:22]1[CH:23]=[CH:24][CH:25]=[CH:26][CH:27]=1, predict the reactants needed to synthesize it. (3) The reactants are: [F:1][C:2]1[N:7]=[CH:6][C:5]([OH:8])=[CH:4][CH:3]=1.Cl[C:10]1[C:19]2[C:14](=[CH:15][C:16]([O:22][CH3:23])=[C:17]([O:20][CH3:21])[CH:18]=2)[N:13]=[CH:12][CH:11]=1.O. Given the product [F:1][C:2]1[N:7]=[CH:6][C:5]([O:8][C:10]2[C:19]3[C:14](=[CH:15][C:16]([O:22][CH3:23])=[C:17]([O:20][CH3:21])[CH:18]=3)[N:13]=[CH:12][CH:11]=2)=[CH:4][CH:3]=1, predict the reactants needed to synthesize it. (4) Given the product [NH2:3][C:4]1[CH:12]=[C:11]2[C:7]([CH:8]=[C:9]([C:13]([O:15][CH2:16][CH3:17])=[O:14])[NH:10]2)=[CH:6][C:5]=1[O:18][CH3:19], predict the reactants needed to synthesize it. The reactants are: C([NH:3][C:4]1[CH:12]=[C:11]2[C:7]([CH:8]=[C:9]([C:13]([O:15][CH2:16][CH3:17])=[O:14])[NH:10]2)=[CH:6][C:5]=1[O:18][CH3:19])=O.CC(C)=O.Cl. (5) Given the product [CH:9]([C:10]1[CH:11]=[C:12]2[C:16](=[CH:17][CH:18]=1)[N:15]([C:19]([O:21][C:22]([CH3:25])([CH3:24])[CH3:23])=[O:20])[C:14]([C:26]1[C:34]3[C:29](=[CH:30][C:31]([C:35]([NH:37][CH3:38])=[O:36])=[CH:32][CH:33]=3)[NH:28][N:27]=1)=[CH:13]2)=[O:8], predict the reactants needed to synthesize it. The reactants are: [Si]([O:8][CH2:9][C:10]1[CH:11]=[C:12]2[C:16](=[CH:17][CH:18]=1)[N:15]([C:19]([O:21][C:22]([CH3:25])([CH3:24])[CH3:23])=[O:20])[C:14]([CH:26]1[C:34]3[C:29](=[CH:30][C:31]([C:35]([NH:37][CH3:38])=[O:36])=[CH:32][CH:33]=3)[NH:28][NH:27]1)=[CH:13]2)(C(C)(C)C)(C)C.F.F.F.C(N(CC)CC)C.